This data is from Catalyst prediction with 721,799 reactions and 888 catalyst types from USPTO. The task is: Predict which catalyst facilitates the given reaction. (1) Reactant: C[O:2][CH:3](OC)[CH2:4][N:5]1[C:13]2[C:8](=[CH:9][CH:10]=[CH:11][C:12]=2[C:14]([O:16][CH3:17])=[O:15])[CH:7]=[CH:6]1.Cl. Product: [O:2]=[CH:3][CH2:4][N:5]1[C:13]2[C:8](=[CH:9][CH:10]=[CH:11][C:12]=2[C:14]([O:16][CH3:17])=[O:15])[CH:7]=[CH:6]1. The catalyst class is: 1. (2) Reactant: [Li+].C[Si]([N-][Si](C)(C)C)(C)C.[O:11]1[CH2:16][CH2:15][CH:14]([C:17]([O:19][CH3:20])=[O:18])[CH2:13][CH2:12]1.[CH2:21](Br)[CH:22]=[CH2:23]. Product: [CH2:23]([C:14]1([C:17]([O:19][CH3:20])=[O:18])[CH2:15][CH2:16][O:11][CH2:12][CH2:13]1)[CH:22]=[CH2:21]. The catalyst class is: 1. (3) Reactant: Cl.[C:2]([C:6]1[CH:33]=[CH:32][C:9]([C:10]([C:12]2[C:13]([CH2:18][CH2:19][CH2:20][N:21]3C(=O)C4C(=CC=CC=4)C3=O)=[N:14][CH:15]=[CH:16][CH:17]=2)=O)=[CH:8][CH:7]=1)([CH3:5])([CH3:4])[CH3:3].[OH-].[Na+]. The catalyst class is: 6. Product: [C:2]([C:6]1[CH:33]=[CH:32][C:9]([C:10]2=[N:21][CH2:20][CH2:19][CH2:18][C:13]3[N:14]=[CH:15][CH:16]=[CH:17][C:12]2=3)=[CH:8][CH:7]=1)([CH3:5])([CH3:4])[CH3:3]. (4) Reactant: [NH2:1][CH2:2][CH2:3][O:4][CH2:5][CH2:6][O:7][CH2:8][CH2:9][NH:10][S:11]([C:14]1[CH:19]=[CH:18][CH:17]=[C:16]([CH:20]2[C:29]3[C:24](=[C:25]([Cl:31])[CH:26]=[C:27]([Cl:30])[CH:28]=3)[CH2:23][N:22]([CH3:32])[CH2:21]2)[CH:15]=1)(=[O:13])=[O:12].[CH2:33]([N:35]([CH2:38][CH3:39])[CH2:36][CH3:37])C.[O:40]([CH2:52][C:53]([O:55]N1C(=O)CCC1=O)=O)[CH2:41][C:42]([O:44]N1C(=O)CCC1=O)=O. Product: [O:40]([CH2:41][C:42]([NH:1][CH2:2][CH2:3][O:4][CH2:5][CH2:6][O:7][CH2:8][CH2:9][NH:10][S:11]([C:14]1[CH:19]=[CH:18][CH:17]=[C:16]([CH:37]2[C:29]3[C:39](=[C:25]([Cl:31])[CH:26]=[C:27]([Cl:30])[CH:28]=3)[CH2:38][N:35]([CH3:33])[CH2:36]2)[CH:15]=1)(=[O:13])=[O:12])=[O:44])[CH2:52][C:53]([NH:1][CH2:2][CH2:3][O:4][CH2:5][CH2:6][O:7][CH2:8][CH2:9][NH:10][S:11]([C:14]1[CH:19]=[CH:18][CH:17]=[C:16]([CH:20]2[C:29]3[C:24](=[C:25]([Cl:31])[CH:26]=[C:27]([Cl:30])[CH:28]=3)[CH2:23][N:22]([CH3:32])[CH2:21]2)[CH:15]=1)(=[O:13])=[O:12])=[O:55]. The catalyst class is: 3. (5) Reactant: [CH3:1][O:2][C:3]1[CH:4]=[C:5]2[C:9](=[CH:10][C:11]=1[O:12][CH3:13])[C:8](=O)[CH2:7][CH2:6]2.[N:15]1[CH:20]=[CH:19][C:18]([CH:21]=O)=[CH:17][CH:16]=1.C1(C)C=CC(S(O)(=O)=O)=CC=1.O. Product: [CH3:13][O:12][C:11]1[CH:10]=[C:9]2[C:5](=[CH:4][C:3]=1[O:2][CH3:1])[C:6](=[CH2:7])[CH:21]([C:18]1[CH:17]=[CH:16][N:15]=[CH:20][CH:19]=1)[CH2:8]2. The catalyst class is: 11. (6) Reactant: [O:1]=[C:2]1[CH:7]=[C:6]([C:8]([O:10][CH3:11])=[O:9])[CH:5]=[CH:4][NH:3]1.[F:12][C:13]1[CH:14]=[C:15](B(O)O)[CH:16]=[CH:17][CH:18]=1.N1C=CC=CC=1.CC1(C)N([O])C(C)(C)CCC1. Product: [F:12][C:13]1[CH:18]=[C:17]([N:3]2[CH:4]=[CH:5][C:6]([C:8]([O:10][CH3:11])=[O:9])=[CH:7][C:2]2=[O:1])[CH:16]=[CH:15][CH:14]=1. The catalyst class is: 749.